From a dataset of Catalyst prediction with 721,799 reactions and 888 catalyst types from USPTO. Predict which catalyst facilitates the given reaction. (1) Reactant: C(OC(=O)[NH:7][CH2:8][CH2:9][NH:10][C:11]([C:13]1[N:14]([CH3:36])[CH:15]=[C:16]([NH:18][C:19]([C:21]2[N:22]([CH3:35])[CH:23]=[C:24]([NH:26][C:27]([C:29]3[N:30]([CH3:34])[CH:31]=[CH:32][N:33]=3)=[O:28])[CH:25]=2)=[O:20])[CH:17]=1)=[O:12])(C)(C)C.C(O)(C(F)(F)F)=O.C(Cl)Cl. Product: [NH2:7][CH2:8][CH2:9][NH:10][C:11]([C:13]1[N:14]([CH3:36])[CH:15]=[C:16]([NH:18][C:19]([C:21]2[N:22]([CH3:35])[CH:23]=[C:24]([NH:26][C:27]([C:29]3[N:30]([CH3:34])[CH:31]=[CH:32][N:33]=3)=[O:28])[CH:25]=2)=[O:20])[CH:17]=1)=[O:12]. The catalyst class is: 6. (2) Reactant: Br[CH2:2][C:3]1[CH:13]=[CH:12][CH:11]=[C:10]([O:14][CH3:15])[C:4]=1[C:5]([O:7]CC)=O.Cl.[NH2:17][CH2:18][C:19]1[CH:26]=[CH:25][C:22]([C:23]#[N:24])=[CH:21][CH:20]=1.C(N(CC)CC)C. Product: [CH3:15][O:14][C:10]1[CH:11]=[CH:12][CH:13]=[C:3]2[C:4]=1[C:5](=[O:7])[N:24]([CH2:23][C:22]1[CH:25]=[CH:26][C:19]([C:18]#[N:17])=[CH:20][CH:21]=1)[CH2:2]2. The catalyst class is: 5. (3) Reactant: [Br:1][C:2]1[CH:3]=[C:4]2[NH:10][CH:9]=[CH:8][C:5]2=[N:6][CH:7]=1.CS(C)=O.[H-].[Na+].CS(O[C@H:22]([C:24]1[C:29]([Cl:30])=[CH:28][CH:27]=[C:26]([F:31])[C:25]=1[Cl:32])[CH3:23])(=O)=O. Product: [Br:1][C:2]1[CH:3]=[C:4]2[N:10]([C@@H:22]([C:24]3[C:29]([Cl:30])=[CH:28][CH:27]=[C:26]([F:31])[C:25]=3[Cl:32])[CH3:23])[CH:9]=[CH:8][C:5]2=[N:6][CH:7]=1. The catalyst class is: 25. (4) Reactant: [CH:1]([C:3]1[C:12]2[C:7](=[CH:8][CH:9]=[C:10]([C:13]#[N:14])[CH:11]=2)[N:6]=[CH:5][CH:4]=1)=[O:2].[CH3:15][Mg]Br. Product: [OH:2][CH:1]([C:3]1[C:12]2[C:7](=[CH:8][CH:9]=[C:10]([C:13]#[N:14])[CH:11]=2)[N:6]=[CH:5][CH:4]=1)[CH3:15]. The catalyst class is: 165. (5) Reactant: Cl[C:2]1[CH:3]=[CH:4][C:5]2[N:6]([C:8]([C:11]([F:14])([F:13])[F:12])=[N:9][N:10]=2)[N:7]=1.[F:15][C:16]1([F:30])[CH2:22][N:21](C(OC(C)(C)C)=O)[CH2:20][CH2:19][NH:18][CH2:17]1.CCN(C(C)C)C(C)C. Product: [F:15][C:16]1([F:30])[CH2:22][N:21]([C:2]2[CH:3]=[CH:4][C:5]3[N:6]([C:8]([C:11]([F:14])([F:13])[F:12])=[N:9][N:10]=3)[N:7]=2)[CH2:20][CH2:19][NH:18][CH2:17]1. The catalyst class is: 44. (6) Reactant: [CH3:1][O:2][C:3]1[CH:4]=[C:5]2[N:22]=[CH:21][N:20]=[C:19]([NH:23][C:24]3[CH:25]=[CH:26][C:27]([F:31])=[C:28]([Cl:30])[CH:29]=3)[C:6]2=[CH:7][C:8]=1[O:9][CH2:10][CH2:11][CH2:12][N:13]1[CH2:18][CH2:17][O:16][CH2:15][CH2:14]1.[C:32]([OH:45])(=[O:44])/[CH:33]=[CH:34]/[C:35]1[CH:43]=[CH:42][C:40]([OH:41])=[C:37]([O:38][CH3:39])[CH:36]=1. Product: [CH3:1][O:2][C:3]1[CH:4]=[C:5]2[N:22]=[CH:21][N:20]=[C:19]([NH:23][C:24]3[CH:25]=[CH:26][C:27]([F:31])=[C:28]([Cl:30])[CH:29]=3)[C:6]2=[CH:7][C:8]=1[O:9][CH2:10][CH2:11][CH2:12][N:13]1[CH2:18][CH2:17][O:16][CH2:15][CH2:14]1.[C:32]([OH:45])(=[O:44])/[CH:33]=[CH:34]/[C:35]1[CH:43]=[CH:42][C:40]([OH:41])=[C:37]([O:38][CH3:39])[CH:36]=1. The catalyst class is: 8. (7) Reactant: [Si:1]([O:8][C@@H:9]1[C@H:13]([CH2:14][O:15][Si](C(C)(C)C)(C)C)[CH2:12][C@@H:11]([NH:23][C:24]2[CH:29]=[C:28]([NH:30][C@@H:31]3[C:39]4[C:34](=[CH:35][CH:36]=[CH:37][CH:38]=4)[CH2:33][C@@H:32]3[O:40][CH3:41])[N:27]=[CH:26][N:25]=2)[CH2:10]1)([C:4]([CH3:7])([CH3:6])[CH3:5])([CH3:3])[CH3:2].CC(O)=O. Product: [Si:1]([O:8][C@@H:9]1[CH2:10][C@@H:11]([NH:23][C:24]2[CH:29]=[C:28]([NH:30][C@H:31]3[C:39]4[C:34](=[CH:35][CH:36]=[CH:37][CH:38]=4)[CH2:33][C@H:32]3[O:40][CH3:41])[N:27]=[CH:26][N:25]=2)[CH2:12][C@@H:13]1[CH2:14][OH:15])([C:4]([CH3:7])([CH3:5])[CH3:6])([CH3:3])[CH3:2]. The catalyst class is: 1. (8) Reactant: [OH-].[Na+].Cl.Cl.[CH3:5][O:6][C:7]1[CH:30]=[CH:29][C:10]([CH2:11][NH:12][C:13]([NH:15][C:16]([NH:18][CH2:19][CH2:20][CH2:21][CH2:22][CH2:23][CH2:24][CH2:25][CH2:26][CH2:27][CH3:28])=[NH:17])=[NH:14])=[CH:9][CH:8]=1.[CH3:31][C:32]([CH3:34])=[O:33].N1CCCCC1. Product: [C:7]([OH:6])(=[O:33])[CH3:30].[CH3:31][C:32]1([CH3:34])[N:14]=[C:13]([NH:12][CH2:11][C:10]2[CH:9]=[CH:8][C:7]([O:6][CH3:5])=[CH:30][CH:29]=2)[NH:15][C:16]([NH:18][CH2:19][CH2:20][CH2:21][CH2:22][CH2:23][CH2:24][CH2:25][CH2:26][CH2:27][CH3:28])=[N:17]1. The catalyst class is: 5. (9) Reactant: S(Cl)([Cl:3])=O.[Br:5][C:6]1[CH:7]=[CH:8][C:9]([F:23])=[C:10]([C:12]2[NH:21][C:20](=O)[C:19]3[C:14](=[N:15][CH:16]=[CH:17][N:18]=3)[N:13]=2)[CH:11]=1. Product: [Br:5][C:6]1[CH:7]=[CH:8][C:9]([F:23])=[C:10]([C:12]2[N:21]=[C:20]([Cl:3])[C:19]3[C:14](=[N:15][CH:16]=[CH:17][N:18]=3)[N:13]=2)[CH:11]=1. The catalyst class is: 794. (10) Reactant: C[O:2][C:3]1[C:8]([CH2:9][N:10]2[CH2:15][CH2:14][CH:13]([CH2:16][C:17]([C:19]3[CH:24]=[CH:23][CH:22]=[CH:21][C:20]=3[NH:25][S:26]([CH3:29])(=[O:28])=[O:27])=[O:18])[CH2:12][CH2:11]2)=[CH:7][CH:6]=[CH:5][N:4]=1.Cl. Product: [O:2]=[C:3]1[C:8]([CH2:9][N:10]2[CH2:11][CH2:12][CH:13]([CH2:16][C:17]([C:19]3[CH:24]=[CH:23][CH:22]=[CH:21][C:20]=3[NH:25][S:26]([CH3:29])(=[O:28])=[O:27])=[O:18])[CH2:14][CH2:15]2)=[CH:7][CH:6]=[CH:5][NH:4]1. The catalyst class is: 10.